From a dataset of Full USPTO retrosynthesis dataset with 1.9M reactions from patents (1976-2016). Predict the reactants needed to synthesize the given product. (1) Given the product [C:1]1([S:7][CH2:8][C:9]([N:21]2[CH2:22][CH2:23][N:18]([C:13]3[CH:14]=[CH:15][CH:16]=[CH:17][C:12]=3[CH3:24])[CH2:19][CH2:20]2)=[O:11])[CH:2]=[CH:3][CH:4]=[CH:5][CH:6]=1, predict the reactants needed to synthesize it. The reactants are: [C:1]1([S:7][CH2:8][C:9]([OH:11])=O)[CH:6]=[CH:5][CH:4]=[CH:3][CH:2]=1.[C:12]1([CH3:24])[CH:17]=[CH:16][CH:15]=[CH:14][C:13]=1[N:18]1[CH2:23][CH2:22][NH:21][CH2:20][CH2:19]1.CCN(CC)CC.C(P1(=O)OP(CCC)(=O)OP(CCC)(=O)O1)CC. (2) Given the product [C:1]([O:5][C:6]([N:8]1[CH2:13][CH:12]2[C:10]([C:14]3[CH:19]=[CH:18][C:17]([N:31]4[CH2:32][CH2:33][CH:29]([F:28])[CH2:30]4)=[CH:16][CH:15]=3)([CH2:11]2)[CH2:9]1)=[O:7])([CH3:4])([CH3:3])[CH3:2], predict the reactants needed to synthesize it. The reactants are: [C:1]([O:5][C:6]([N:8]1[CH2:13][CH:12]2[C:10]([C:14]3[CH:19]=[CH:18][C:17](Br)=[CH:16][CH:15]=3)([CH2:11]2)[CH2:9]1)=[O:7])([CH3:4])([CH3:3])[CH3:2].CC(C)([O-])C.[Na+].Cl.[F:28][CH:29]1[CH2:33][CH2:32][NH:31][CH2:30]1.